This data is from Reaction yield outcomes from USPTO patents with 853,638 reactions. The task is: Predict the reaction yield, written as a fraction of the theoretical maximum amount of product (1.0 means a 100% yield; for example, 0.34 means a 34% yield). (1) The reactants are [Br:1][C:2]1[CH:10]=[CH:9][C:8]([CH3:11])=[CH:7][C:3]=1[C:4]([OH:6])=[O:5].[C:12](Cl)(=O)C(Cl)=O.CO. The catalyst is ClCCl.CN(C)C=O. The product is [Br:1][C:2]1[CH:10]=[CH:9][C:8]([CH3:11])=[CH:7][C:3]=1[C:4]([O:6][CH3:12])=[O:5]. The yield is 0.990. (2) The reactants are [Cl:1][C:2]1[CH:7]=[CH:6][C:5]([C:8](=O)[CH2:9][C:10](=O)[CH:11]([F:13])[F:12])=[CH:4][C:3]=1[CH3:16].[NH2:17][C:18]1[CH:22]=[CH:21][NH:20][N:19]=1. The catalyst is C(O)(=O)C. The product is [Cl:1][C:2]1[CH:7]=[CH:6][C:5]([C:8]2[CH:9]=[C:10]([CH:11]([F:13])[F:12])[N:19]3[N:20]=[CH:21][CH:22]=[C:18]3[N:17]=2)=[CH:4][C:3]=1[CH3:16]. The yield is 0.620.